This data is from Forward reaction prediction with 1.9M reactions from USPTO patents (1976-2016). The task is: Predict the product of the given reaction. (1) Given the reactants [Br:1][C:2]1[C:3]([C@@H:12]([NH:22][C:23](=[O:29])[O:24][C:25]([CH3:28])([CH3:27])[CH3:26])[CH2:13][C:14]2[CH:19]=[C:18]([F:20])[CH:17]=[C:16]([F:21])[CH:15]=2)=[N:4][C:5](S(C)(=O)=O)=[N:6][CH:7]=1.[NH:30]1[CH:34]=[N:33][CH:32]=[N:31]1.C(N(CC)CC)C, predict the reaction product. The product is: [Br:1][C:2]1[C:3]([C@@H:12]([NH:22][C:23](=[O:29])[O:24][C:25]([CH3:28])([CH3:27])[CH3:26])[CH2:13][C:14]2[CH:19]=[C:18]([F:20])[CH:17]=[C:16]([F:21])[CH:15]=2)=[N:4][C:5]([N:30]2[CH:34]=[N:33][CH:32]=[N:31]2)=[N:6][CH:7]=1. (2) Given the reactants Br[C:2]1[CH:3]=[C:4]([N:11]2[CH2:16][CH2:15][O:14][CH2:13][CH2:12]2)[C:5]2[N:6]([CH:8]=[CH:9][N:10]=2)[CH:7]=1.[CH3:17][C:18]1[N:23]=[CH:22][C:21]([NH2:24])=[CH:20][C:19]=1B1OC(C)(C)C(C)(C)O1.C([O-])([O-])=O.[Na+].[Na+].C(Cl)Cl, predict the reaction product. The product is: [CH3:17][C:18]1[N:23]=[CH:22][C:21]([NH2:24])=[CH:20][C:19]=1[C:2]1[CH:3]=[C:4]([N:11]2[CH2:16][CH2:15][O:14][CH2:13][CH2:12]2)[C:5]2[N:6]([CH:8]=[CH:9][N:10]=2)[CH:7]=1. (3) Given the reactants [CH3:1][N:2]([CH3:11])[C:3]1[CH:10]=[CH:9][C:6]([CH:7]=O)=[CH:5][CH:4]=1.[Cl:12][C:13]1[CH:14]=[C:15]([CH:17]=[CH:18][C:19]=1[Cl:20])[NH2:16], predict the reaction product. The product is: [Cl:12][C:13]1[CH:14]=[C:15]([NH:16][CH2:7][C:6]2[CH:9]=[CH:10][C:3]([N:2]([CH3:11])[CH3:1])=[CH:4][CH:5]=2)[CH:17]=[CH:18][C:19]=1[Cl:20]. (4) Given the reactants [CH2:1]([N:8]([CH2:31][C:32]1[CH:37]=[CH:36][CH:35]=[CH:34][CH:33]=1)[CH:9]1[CH2:15][O:14][C:13]2[N:16]=[CH:17][C:18](Br)=[CH:19][C:12]=2[N:11]([S:21]([C:24]2[CH:25]=[C:26]([CH3:30])[CH:27]=[CH:28][CH:29]=2)(=[O:23])=[O:22])[CH2:10]1)[C:2]1[CH:7]=[CH:6][CH:5]=[CH:4][CH:3]=1.CC1(C)C2C(=C(P(C3C=CC=CC=3)C3C=CC=CC=3)C=CC=2)OC2C(P(C3C=CC=CC=3)C3C=CC=CC=3)=CC=CC1=2.CC(C)([O-])C.[Na+].C(=[NH:99])(C1C=CC=CC=1)C1C=CC=CC=1, predict the reaction product. The product is: [CH2:1]([N:8]([CH2:31][C:32]1[CH:37]=[CH:36][CH:35]=[CH:34][CH:33]=1)[CH:9]1[CH2:15][O:14][C:13]2[N:16]=[CH:17][C:18]([NH2:99])=[CH:19][C:12]=2[N:11]([S:21]([C:24]2[CH:25]=[C:26]([CH3:30])[CH:27]=[CH:28][CH:29]=2)(=[O:23])=[O:22])[CH2:10]1)[C:2]1[CH:7]=[CH:6][CH:5]=[CH:4][CH:3]=1. (5) Given the reactants [CH3:1][O:2][C:3]1[CH:8]=[CH:7][C:6]([CH:9]=[N:10][C@@H:11]2[C@@H:17]([OH:18])[C@H:16]([OH:19])[C@@H:15]([CH2:20][OH:21])[O:14][CH:12]2[OH:13])=[CH:5][CH:4]=1.C(O[C:26](=[O:28])[CH3:27])(=O)C, predict the reaction product. The product is: [C:3]([O:13][CH:12]1[O:14][C@H:15]([CH2:20][O:21][C:26](=[O:28])[CH3:27])[C@@H:16]([O:19][C:15](=[O:14])[CH3:16])[C@H:17]([O:18][C:12](=[O:13])[CH3:11])[C@H:11]1[N:10]=[CH:9][C:6]1[CH:7]=[CH:8][C:3]([O:2][CH3:1])=[CH:4][CH:5]=1)(=[O:2])[CH3:4]. (6) The product is: [CH3:26][C:25]1[CH:22]=[C:21]([CH2:28][N:15]2[CH2:19][CH2:18][CH2:17][CH2:16]2)[CH:20]=[CH:13][C:11]=1[OH:12]. Given the reactants [BH-](O[C:11]([CH3:13])=[O:12])(OC(C)=O)OC(C)=O.[Na+].[NH:15]1[CH2:19][CH2:18][CH2:17][CH2:16]1.[CH3:20][C:21]1[CH:28]=C(O)[CH:26]=[CH:25][C:22]=1C=O.Cl, predict the reaction product. (7) The product is: [Cl:9][C:10]1[CH:15]=[CH:14][C:13]([CH3:16])=[CH:12][C:11]=1[O:1][C@H:2]([CH2:7][CH3:8])[C:3]([O:5][CH3:6])=[O:4]. Given the reactants [OH:1][C@@H:2]([CH2:7][CH3:8])[C:3]([O:5][CH3:6])=[O:4].[Cl:9][C:10]1[CH:15]=[CH:14][C:13]([CH3:16])=[CH:12][C:11]=1O, predict the reaction product. (8) Given the reactants [NH:1]1[CH2:6][CH2:5][CH2:4][CH2:3][CH2:2]1.C(=O)([O-])[O-].[Cs+].[Cs+].Br[CH2:14][C:15]#[CH:16], predict the reaction product. The product is: [CH2:16]([N:1]1[CH2:6][CH2:5][CH2:4][CH2:3][CH2:2]1)[C:15]#[CH:14]. (9) The product is: [C:1]1([C:25]2[CH:30]=[CH:29][CH:28]=[CH:27][CH:26]=2)[CH:6]=[CH:5][C:4]([NH:7][C:8](=[O:24])[C:9]2[CH:14]=[CH:13][C:12]([C:15]([F:18])([F:17])[F:16])=[C:11]([NH:19][C:20](=[O:23])[CH2:21][N:31]3[CH2:36][CH2:35][O:34][CH2:33][CH2:32]3)[CH:10]=2)=[CH:3][CH:2]=1. Given the reactants [C:1]1([C:25]2[CH:30]=[CH:29][CH:28]=[CH:27][CH:26]=2)[CH:6]=[CH:5][C:4]([NH:7][C:8](=[O:24])[C:9]2[CH:14]=[CH:13][C:12]([C:15]([F:18])([F:17])[F:16])=[C:11]([NH:19][C:20](=[O:23])[CH2:21]Cl)[CH:10]=2)=[CH:3][CH:2]=1.[NH:31]1[CH2:36][CH2:35][O:34][CH2:33][CH2:32]1.C(N(CC)CC)C.[I-].[K+], predict the reaction product. (10) Given the reactants Br[C:2]1[S:3][C:4]2[CH:10]=[C:9]([CH:11]([N:18]3[CH:22]=[CH:21][N:20]=[CH:19]3)[CH:12]([N:15]([CH3:17])[CH3:16])[CH2:13][CH3:14])[CH:8]=[CH:7][C:5]=2[N:6]=1.[CH3:23][O:24][C:25](=[O:33])[C:26]1[CH:31]=[CH:30][C:29]([NH2:32])=[CH:28][CH:27]=1.Cl, predict the reaction product. The product is: [CH3:23][O:24][C:25](=[O:33])[C:26]1[CH:31]=[CH:30][C:29]([NH:32][C:2]2[S:3][C:4]3[CH:10]=[C:9]([CH:11]([N:18]4[CH:22]=[CH:21][N:20]=[CH:19]4)[CH:12]([N:15]([CH3:17])[CH3:16])[CH2:13][CH3:14])[CH:8]=[CH:7][C:5]=3[N:6]=2)=[CH:28][CH:27]=1.